Dataset: Full USPTO retrosynthesis dataset with 1.9M reactions from patents (1976-2016). Task: Predict the reactants needed to synthesize the given product. (1) Given the product [CH2:20]([N:24]1[CH2:4][C:3]([C:7]2[CH:12]=[C:11]([F:13])[CH:10]=[C:9]([Cl:14])[CH:8]=2)([OH:6])[CH2:2]1)[CH2:21][CH2:22][CH3:23], predict the reactants needed to synthesize it. The reactants are: Cl[CH2:2][C:3]([C:7]1[CH:12]=[C:11]([F:13])[CH:10]=[C:9]([Cl:14])[CH:8]=1)([OH:6])[CH2:4]Cl.C(=O)(O)[O-].[Na+].[CH2:20]([NH2:24])[CH2:21][CH2:22][CH3:23]. (2) Given the product [O:1]1[C:5]2[CH:6]=[CH:7][C:8]([C:10]3([C:13]([NH:27][C:28]4[CH:29]=[C:30]5[C:34](=[CH:35][CH:36]=4)[NH:33][C:32]([C:37]([CH3:43])([CH2:38][CH2:39][C:40]#[N:41])[CH3:42])=[CH:31]5)=[O:15])[CH2:11][CH2:12]3)=[CH:9][C:4]=2[O:3][CH2:2]1, predict the reactants needed to synthesize it. The reactants are: [O:1]1[C:5]2[CH:6]=[CH:7][C:8]([C:10]3([C:13]([OH:15])=O)[CH2:12][CH2:11]3)=[CH:9][C:4]=2[O:3][CH2:2]1.S(Cl)(Cl)=O.CCN(CC)CC.[NH2:27][C:28]1[CH:29]=[C:30]2[C:34](=[CH:35][CH:36]=1)[NH:33][C:32]([C:37]([CH3:43])([CH3:42])[CH2:38][CH2:39][C:40]#[N:41])=[CH:31]2. (3) Given the product [CH3:14][NH:13][CH2:12][C:7]1[CH:8]=[C:9]2[C:4](=[CH:5][CH:6]=1)[CH:3]=[C:2]([OH:1])[CH:11]=[CH:10]2, predict the reactants needed to synthesize it. The reactants are: [OH:1][C:2]1[CH:3]=[C:4]2[C:9](=[CH:10][CH:11]=1)[CH:8]=[C:7]([CH2:12][NH2+:13][CH3:14])[CH:6]=[CH:5]2.[Br-].C(=O)(O)[O-].[Na+]. (4) Given the product [OH:1][C:2]1[CH:3]=[C:4]([C:5]2[O:7][N:60]=[C:59]([C:61]3[CH:69]=[CH:68][C:67]4[NH:66][C:65]5[CH:70]([CH2:73][C:74]([O:76][CH2:77][CH3:78])=[O:75])[CH2:71][CH2:72][C:64]=5[C:63]=4[CH:62]=3)[N:58]=2)[CH:8]=[C:9]([C:11]([F:14])([F:13])[F:12])[CH:10]=1, predict the reactants needed to synthesize it. The reactants are: [OH:1][C:2]1[CH:3]=[C:4]([CH:8]=[C:9]([C:11]([F:14])([F:13])[F:12])[CH:10]=1)[C:5]([OH:7])=O.C1CN([P+](ON2N=NC3C=CC=CC2=3)(N2CCCC2)N2CCCC2)CC1.F[P-](F)(F)(F)(F)F.CCN(C(C)C)C(C)C.O[NH:58][C:59]([C:61]1[CH:69]=[CH:68][C:67]2[NH:66][C:65]3[CH:70]([CH2:73][C:74]([O:76][CH2:77][CH3:78])=[O:75])[CH2:71][CH2:72][C:64]=3[C:63]=2[CH:62]=1)=[NH:60].